From a dataset of hERG Central: cardiac toxicity at 1µM, 10µM, and general inhibition. Predict hERG channel inhibition at various concentrations. (1) The compound is CC(CN1C(=O)/C(=C/c2ccc(C#N)cc2)NC1=S)Cn1ccnc1. Results: hERG_inhib (hERG inhibition (general)): blocker. (2) The molecule is CCOC(=O)C1CCN(CCC(=O)Nc2ccc(Cl)cc2)CC1. Results: hERG_inhib (hERG inhibition (general)): blocker. (3) The drug is Cc1ccc(S(=O)(=O)N/N=c2\oc3ccccc3cc2C(=O)Nc2cccc(C)c2)cc1. Results: hERG_inhib (hERG inhibition (general)): blocker. (4) The molecule is O=C(NCC1CCCO1)C1CCN(C2CCN(Cc3ccco3)CC2)CC1. Results: hERG_inhib (hERG inhibition (general)): blocker. (5) The drug is CCN(CC)CCCOC(=O)C(O)(c1ccccc1)C1CCCCC1. Results: hERG_inhib (hERG inhibition (general)): blocker. (6) The drug is O=C(NC1CCCCC1)C(c1ccc2ncccc2c1)N(Cc1ccccc1)C(=O)c1cccs1. Results: hERG_inhib (hERG inhibition (general)): blocker.